Dataset: Catalyst prediction with 721,799 reactions and 888 catalyst types from USPTO. Task: Predict which catalyst facilitates the given reaction. (1) Reactant: [Cl:1][C:2]1[C:7]([CH3:8])=[C:6]([NH:9][CH2:10][C:11]2[S:15][C:14]([CH3:16])=[N:13][C:12]=2[CH3:17])[N:5]=[C:4]([O:18][CH2:19][CH2:20][OH:21])[N:3]=1.Br[C:23]1[CH:32]=[CH:31][C:30]2[C:25](=[N:26][CH:27]=[CH:28][CH:29]=2)[N:24]=1.C[Si]([N-][Si](C)(C)C)(C)C.[Na+]. Product: [Cl:1][C:2]1[N:3]=[C:4]([O:18][CH2:19][CH2:20][O:21][C:23]2[CH:32]=[CH:31][C:30]3[C:25](=[N:26][CH:27]=[CH:28][CH:29]=3)[N:24]=2)[N:5]=[C:6]([NH:9][CH2:10][C:11]2[S:15][C:14]([CH3:16])=[N:13][C:12]=2[CH3:17])[C:7]=1[CH3:8]. The catalyst class is: 1. (2) Reactant: [N+:1]([C:4]1[CH:9]=[C:8]([S:10]([N:13]2[CH2:17][CH2:16][CH2:15][CH2:14]2)(=[O:12])=[O:11])[CH:7]=[CH:6][C:5]=1[OH:18])([O-])=O. Product: [NH2:1][C:4]1[CH:9]=[C:8]([S:10]([N:13]2[CH2:14][CH2:15][CH2:16][CH2:17]2)(=[O:12])=[O:11])[CH:7]=[CH:6][C:5]=1[OH:18]. The catalyst class is: 457. (3) Reactant: C([Li])CCC.[Br:6][C:7]1[C:11](Br)=[N:10][N:9]([CH:13]2[CH2:18][CH2:17][N:16]([C:19]([O:21][C:22]([CH3:25])([CH3:24])[CH3:23])=[O:20])[CH2:15][CH2:14]2)[N:8]=1.BrC1N=NN(C2CCN(C(OC(C)(C)C)=O)CC2)C=1Br.[Cl-].[NH4+]. The catalyst class is: 7. Product: [Br:6][C:7]1[CH:11]=[N:10][N:9]([CH:13]2[CH2:18][CH2:17][N:16]([C:19]([O:21][C:22]([CH3:25])([CH3:24])[CH3:23])=[O:20])[CH2:15][CH2:14]2)[N:8]=1. (4) Reactant: [CH3:1][C:2]1[N:7]2[CH:8]=[C:9]([C:11]([OH:13])=O)[N:10]=[C:6]2[CH:5]=[C:4]([CH3:14])[N:3]=1.[NH2:15][C@@H:16]([CH3:33])[CH2:17][N:18]1[CH:22]=[CH:21][C:20]([C:23]2[CH:30]=[C:29]([F:31])[C:26]([C:27]#[N:28])=[C:25]([Cl:32])[CH:24]=2)=[N:19]1.CN(C(ON1N=NC2C=CC=CC1=2)=[N+](C)C)C.F[P-](F)(F)(F)(F)F. Product: [Cl:32][C:25]1[CH:24]=[C:23]([C:20]2[CH:21]=[CH:22][N:18]([CH2:17][C@@H:16]([NH:15][C:11]([C:9]3[N:10]=[C:6]4[CH:5]=[C:4]([CH3:14])[N:3]=[C:2]([CH3:1])[N:7]4[CH:8]=3)=[O:13])[CH3:33])[N:19]=2)[CH:30]=[C:29]([F:31])[C:26]=1[C:27]#[N:28]. The catalyst class is: 3.